Dataset: Full USPTO retrosynthesis dataset with 1.9M reactions from patents (1976-2016). Task: Predict the reactants needed to synthesize the given product. (1) Given the product [CH3:30][N:31]([CH3:32])[CH2:22][CH2:21][CH2:20][C:19]#[C:18][C:16]1[CH:15]=[CH:14][C:13]2[C:9]([C:6]3[CH:7]=[CH:8][C:3]([C:2]([F:29])([F:28])[F:1])=[CH:4][CH:5]=3)=[N:10][S:11][C:12]=2[CH:17]=1, predict the reactants needed to synthesize it. The reactants are: [F:1][C:2]([F:29])([F:28])[C:3]1[CH:8]=[CH:7][C:6]([C:9]2[C:13]3[CH:14]=[CH:15][C:16]([C:18]#[C:19][CH2:20][CH2:21][CH2:22]OS(C)(=O)=O)=[CH:17][C:12]=3[S:11][N:10]=2)=[CH:5][CH:4]=1.[CH3:30][NH:31][CH3:32]. (2) Given the product [Cl:1][C:2]1[CH:3]=[C:4]([CH2:5][OH:6])[CH:8]=[C:9]([C:11]([F:13])([F:14])[F:12])[CH:10]=1, predict the reactants needed to synthesize it. The reactants are: [Cl:1][C:2]1[CH:3]=[C:4]([CH:8]=[C:9]([C:11]([F:14])([F:13])[F:12])[CH:10]=1)[C:5](O)=[O:6].S(Cl)(Cl)=O. (3) Given the product [Br:1][C:2]1[CH:7]=[CH:6][CH:5]=[C:4]([Cl:8])[C:3]=1[CH2:9][CH2:10][C:11]([NH:17][CH3:16])=[O:13], predict the reactants needed to synthesize it. The reactants are: [Br:1][C:2]1[CH:7]=[CH:6][CH:5]=[C:4]([Cl:8])[C:3]=1[CH2:9][CH2:10][C:11]([O:13]CC)=O.[C-:16]#[N:17].[Na+].CN. (4) Given the product [CH2:13]1[C:22]2[C:17](=[CH:18][CH:19]=[CH:20][CH:21]=2)[CH2:16][CH2:15][N:14]1[CH2:23][C:24]([NH:27][C:7](=[O:8])[C:6]1[CH:10]=[CH:11][CH:12]=[C:4]([N+:1]([O-:3])=[O:2])[CH:5]=1)([CH3:25])[CH3:26], predict the reactants needed to synthesize it. The reactants are: [N+:1]([C:4]1[CH:5]=[C:6]([CH:10]=[CH:11][CH:12]=1)[C:7](Cl)=[O:8])([O-:3])=[O:2].[CH2:13]1[C:22]2[C:17](=[CH:18][CH:19]=[CH:20][CH:21]=2)[CH2:16][CH2:15][N:14]1[CH2:23][C:24]([NH2:27])([CH3:26])[CH3:25]. (5) Given the product [C:36]([N:39]1[CH2:44][CH2:43][N:42]([C:32](=[N:31][C:29]([C:26]2[CH:27]=[CH:28][C:23]([C:6]3[C:5]4[C:14](=[CH:15][C:16]([O:17][CH3:18])=[C:3]([O:2][CH3:1])[CH:4]=4)[CH:13]4[CH:8]([CH2:9][CH2:10][CH:11]([O:19][C:20](=[O:22])[CH3:21])[CH2:12]4)[N:7]=3)=[CH:24][CH:25]=2)=[O:30])[NH2:35])[CH2:41][CH2:40]1)(=[O:38])[CH3:37], predict the reactants needed to synthesize it. The reactants are: [CH3:1][O:2][C:3]1[CH:4]=[C:5]2[C:14](=[CH:15][C:16]=1[O:17][CH3:18])[CH:13]1[CH:8]([CH2:9][CH2:10][CH:11]([O:19][C:20](=[O:22])[CH3:21])[CH2:12]1)[N:7]=[C:6]2[C:23]1[CH:28]=[CH:27][C:26]([C:29]([NH:31][C:32](=[NH:35])SC)=[O:30])=[CH:25][CH:24]=1.[C:36]([N:39]1[CH2:44][CH2:43][NH:42][CH2:41][CH2:40]1)(=[O:38])[CH3:37].C(N(CC)CC)C. (6) Given the product [CH2:1]([O:3][CH2:4][C:5]1[N:6]([CH2:18][CH2:19][CH2:20][CH2:21][CH2:22][C:23]([N:25]2[CH2:26][CH2:27][O:28][CH2:29][CH2:30]2)=[O:24])[C:7]2[C:16]3[CH:15]=[CH:14][CH:13]=[CH:12][C:11]=3[N:10]=[C:9]([NH2:54])[C:8]=2[N:17]=1)[CH3:2], predict the reactants needed to synthesize it. The reactants are: [CH2:1]([O:3][CH2:4][C:5]1[N:6]([CH2:18][CH2:19][CH2:20][CH2:21][CH2:22][C:23]([N:25]2[CH2:30][CH2:29][O:28][CH2:27][CH2:26]2)=[O:24])[C:7]2[C:16]3[CH:15]=[CH:14][CH:13]=[CH:12][C:11]=3[N:10]=[CH:9][C:8]=2[N:17]=1)[CH3:2].C1C=C(Cl)C=C(C(OO)=O)C=1.C1(C)C=CC(S(Cl)(=O)=O)=CC=1.[OH-].[NH4+:54]. (7) Given the product [Br:18][CH2:10][C:8]([C:5]1[CH:4]=[N:3][C:2]([Cl:1])=[N:7][CH:6]=1)=[O:9], predict the reactants needed to synthesize it. The reactants are: [Cl:1][C:2]1[N:7]=[CH:6][C:5]([C:8]([O:10]CC)=[CH2:9])=[CH:4][N:3]=1.O1CCCC1.[Br:18]N1C(=O)CCC1=O. (8) Given the product [Cl:1][C:2]1[CH:3]=[C:4]([CH:37]=[CH:38][CH:39]=1)[CH2:5][N:6]([C:7]1[CH:15]=[CH:14][C:10]([C:11](=[O:12])[NH:40][C:41]2[CH:46]=[CH:45][CH:44]=[CH:43][CH:42]=2)=[CH:9][CH:8]=1)[CH:16]1[CH2:17][CH2:18][N:19]([CH:22]([CH3:36])[CH2:23][CH2:24][NH:25][C:26](=[O:35])[C:27]2[C:32]([CH3:33])=[CH:31][CH:30]=[CH:29][C:28]=2[CH3:34])[CH2:20][CH2:21]1, predict the reactants needed to synthesize it. The reactants are: [Cl:1][C:2]1[CH:3]=[C:4]([CH:37]=[CH:38][CH:39]=1)[CH2:5][N:6]([CH:16]1[CH2:21][CH2:20][N:19]([CH:22]([CH3:36])[CH2:23][CH2:24][NH:25][C:26](=[O:35])[C:27]2[C:32]([CH3:33])=[CH:31][CH:30]=[CH:29][C:28]=2[CH3:34])[CH2:18][CH2:17]1)[C:7]1[CH:15]=[CH:14][C:10]([C:11](O)=[O:12])=[CH:9][CH:8]=1.[NH2:40][C:41]1[CH:46]=[CH:45][CH:44]=[CH:43][CH:42]=1. (9) Given the product [CH:1]1([N:7]2[CH2:11][CH2:10][CH:9]([CH2:12][C:13]3[C:18]([Cl:19])=[CH:17][C:16]([C:20]4[CH:25]=[CH:24][C:23]([C:26]([N:28]5[CH2:33][C@@H:32]6[CH2:34][C@H:29]5[CH2:30][N:31]6[CH:38]([CH3:40])[CH3:37])=[O:27])=[CH:22][CH:21]=4)=[CH:15][C:14]=3[Cl:35])[C:8]2=[O:36])[CH2:2][CH2:3][CH2:4][CH2:5][CH2:6]1, predict the reactants needed to synthesize it. The reactants are: [CH:1]1([N:7]2[CH2:11][CH2:10][CH:9]([CH2:12][C:13]3[C:18]([Cl:19])=[CH:17][C:16]([C:20]4[CH:25]=[CH:24][C:23]([C:26]([N:28]5[CH2:33][CH:32]6[CH2:34][CH:29]5[CH2:30][NH:31]6)=[O:27])=[CH:22][CH:21]=4)=[CH:15][C:14]=3[Cl:35])[C:8]2=[O:36])[CH2:6][CH2:5][CH2:4][CH2:3][CH2:2]1.[CH3:37][C:38]([CH3:40])=O.C([BH3-])#N.[Na+].C(O)(=O)C.